This data is from Catalyst prediction with 721,799 reactions and 888 catalyst types from USPTO. The task is: Predict which catalyst facilitates the given reaction. (1) The catalyst class is: 7. Reactant: [Br:1][C:2]1[CH:7]=[C:6]([C:8]([F:17])([C:13]([F:16])([F:15])[F:14])[C:9]([Br:12])([F:11])[F:10])[CH:5]=[C:4]([O:18][CH:19]([F:21])[F:20])[C:3]=1[NH:22][C:23]([C:25]1[CH:26]=[C:27]2[C:32](=[CH:33][CH:34]=1)[N+:31]([O-])=[CH:30][CH:29]=[CH:28]2)=[O:24].[N:36]12CCCN=C1CCCC[CH2:37]2.O.C(OCC)(=O)C. Product: [Br:1][C:2]1[CH:7]=[C:6]([C:8]([F:17])([C:13]([F:16])([F:15])[F:14])[C:9]([Br:12])([F:11])[F:10])[CH:5]=[C:4]([O:18][CH:19]([F:21])[F:20])[C:3]=1[NH:22][C:23]([C:25]1[CH:26]=[C:27]2[C:32](=[CH:33][CH:34]=1)[N:31]=[C:30]([C:37]#[N:36])[CH:29]=[CH:28]2)=[O:24]. (2) Reactant: [CH2:1]([O:11][CH2:12][C:13]1[N:17]2[C:18]3[C:23]([CH:24]=[CH:25][C:16]2=[CH:15][CH:14]=1)=[CH:22][CH:21]=[CH:20][CH:19]=3)[CH2:2][CH2:3]CCCCCCC.C[Si](C)(C)[C:28]#[C:29]/[CH:30]=[CH:31]\C1C=CC2C(=CC=CC=2)N=1.[F-].[Cs+].C(O)C1C=CC=CC=1. Product: [CH2:1]([O:11][CH2:12][C:13]1[N:17]2[C:18]3[C:23]([CH:24]=[CH:25][C:16]2=[CH:15][CH:14]=1)=[CH:22][CH:21]=[CH:20][CH:19]=3)[C:2]1[CH:31]=[CH:30][CH:29]=[CH:28][CH:3]=1. The catalyst class is: 22. (3) Reactant: [NH2:1][C:2]1[CH:10]=[C:9]2[C:5]([CH2:6][N:7]([CH3:12])[C:8]2=[O:11])=[CH:4][C:3]=1[O:13][CH3:14].Cl[C:16]1[N:21]=[C:20]([NH:22][CH3:23])[C:19]([C:24]([F:27])([F:26])[F:25])=[CH:18][N:17]=1.CC1C=CC(S(O)(=O)=O)=CC=1.C([O-])(O)=O.[Na+]. Product: [CH3:14][O:13][C:3]1[CH:4]=[C:5]2[C:9](=[CH:10][C:2]=1[NH:1][C:16]1[N:21]=[C:20]([NH:22][CH3:23])[C:19]([C:24]([F:27])([F:25])[F:26])=[CH:18][N:17]=1)[C:8](=[O:11])[N:7]([CH3:12])[CH2:6]2. The catalyst class is: 258. (4) Reactant: [NH2:1][C:2]1[CH:3]=[CH:4][C:5]([N:8]2[CH2:12][C:11]([CH2:14][NH:15][C:16](=[O:37])[C:17]3[CH:22]=[CH:21][C:20]([C:23]4[O:24][C:25]5[C:31]([CH:32]([CH3:34])[CH3:33])=[CH:30][C:29]([C:35]#[N:36])=[CH:28][C:26]=5[N:27]=4)=[CH:19][CH:18]=3)([CH3:13])[O:10][C:9]2=[O:38])=[N:6][CH:7]=1.C(N(C(C)C)CC)(C)C.[N:48]1[CH:53]=[CH:52][CH:51]=[CH:50][C:49]=1[C:54](Cl)=[O:55]. Product: [C:35]([C:29]1[CH:30]=[C:31]([CH:32]([CH3:34])[CH3:33])[C:25]2[O:24][C:23]([C:20]3[CH:19]=[CH:18][C:17]([C:16]([NH:15][CH2:14][C:11]4([CH3:13])[O:10][C:9](=[O:38])[N:8]([C:5]5[N:6]=[CH:7][C:2]([NH:1][C:54]([C:49]6[CH:50]=[CH:51][CH:52]=[CH:53][N:48]=6)=[O:55])=[CH:3][CH:4]=5)[CH2:12]4)=[O:37])=[CH:22][CH:21]=3)=[N:27][C:26]=2[CH:28]=1)#[N:36]. The catalyst class is: 4.